This data is from Catalyst prediction with 721,799 reactions and 888 catalyst types from USPTO. The task is: Predict which catalyst facilitates the given reaction. (1) Reactant: [CH3:1][O:2][C:3]1[CH:25]=[CH:24][C:6]([CH2:7][N:8]2[CH2:14][C:13]3[CH:15]=[CH:16][C:17]([C:19](OC)=[O:20])=[CH:18][C:12]=3[O:11][CH2:10][C@@H:9]2[CH3:23])=[CH:5][CH:4]=1.[OH-:26].[Na+].[NH2:28]O. Product: [OH:26][NH:28][C:19]([C:17]1[CH:16]=[CH:15][C:13]2[CH2:14][N:8]([CH2:7][C:6]3[CH:24]=[CH:25][C:3]([O:2][CH3:1])=[CH:4][CH:5]=3)[C@@H:9]([CH3:23])[CH2:10][O:11][C:12]=2[CH:18]=1)=[O:20]. The catalyst class is: 36. (2) Reactant: [Cl:1][C:2]1[CH:3]=[C:4]([NH:10][C:11](=[O:13])[CH3:12])[CH:5]=[CH:6][C:7]=1[O:8][CH3:9].[N+:14]([O-])([OH:16])=[O:15]. Product: [Cl:1][C:2]1[C:7]([O:8][CH3:9])=[CH:6][C:5]([N+:14]([O-:16])=[O:15])=[C:4]([NH:10][C:11](=[O:13])[CH3:12])[CH:3]=1. The catalyst class is: 65. (3) Reactant: [OH:1][C@H:2]([C:21]1[CH:30]=[CH:29][C:24]2[C:25](=[O:28])[O:26][CH2:27][C:23]=2[C:22]=1[CH3:31])[CH2:3][N:4]1[CH2:13][C:8]2([CH2:12][CH2:11][CH2:10][CH2:9]2)[N:7](C(OC(C)(C)C)=O)[CH2:6][CH2:5]1.[ClH:32]. Product: [Cl-:32].[OH:1][C@H:2]([C:21]1[CH:30]=[CH:29][C:24]2[C:25](=[O:28])[O:26][CH2:27][C:23]=2[C:22]=1[CH3:31])[CH2:3][N:4]1[CH2:13][C:8]2([CH2:9][CH2:10][CH2:11][CH2:12]2)[NH2+:7][CH2:6][CH2:5]1. The catalyst class is: 12.